Dataset: Reaction yield outcomes from USPTO patents with 853,638 reactions. Task: Predict the reaction yield, written as a fraction of the theoretical maximum amount of product (1.0 means a 100% yield; for example, 0.34 means a 34% yield). (1) The yield is 0.290. The reactants are [CH2:1]([N:3]1[C:11]2[C:6](=[CH:7][CH:8]=[C:9]([O:12][CH3:13])[CH:10]=2)[C:5]([C:14]#[N:15])=[C:4]1[C:16]1[CH:21]=[CH:20][C:19]([N+:22]([O-:24])=[O:23])=[CH:18][CH:17]=1)[CH3:2].[C:25](Cl)(=[O:27])[CH3:26].[Al+3].[Cl-].[Cl-].[Cl-]. The product is [C:25]([C:8]1[CH:7]=[C:6]2[C:11](=[CH:10][C:9]=1[O:12][CH3:13])[N:3]([CH2:1][CH3:2])[C:4]([C:16]1[CH:17]=[CH:18][C:19]([N+:22]([O-:24])=[O:23])=[CH:20][CH:21]=1)=[C:5]2[C:14]#[N:15])(=[O:27])[CH3:26]. The catalyst is ClCCCl. (2) The reactants are S(Cl)(Cl)=O.Cl.[C:6]1([NH:12][C@@H:13]2[CH2:18][CH2:17][C@H:16]([C:19]([OH:21])=[O:20])[CH2:15][CH2:14]2)[CH:11]=[CH:10][CH:9]=[CH:8][CH:7]=1.[CH3:22]O. No catalyst specified. The product is [C:6]1([NH:12][C@@H:13]2[CH2:14][CH2:15][C@H:16]([C:19]([O:21][CH3:22])=[O:20])[CH2:17][CH2:18]2)[CH:7]=[CH:8][CH:9]=[CH:10][CH:11]=1. The yield is 0.780. (3) The reactants are [I:1][C:2]1[CH:11]=[CH:10][C:5]2[N:6]=[C:7]([SH:9])[S:8][C:4]=2[CH:3]=1.[C:12](=O)([O-])[O-].[K+].[K+].CI. The catalyst is C1COCC1. The product is [I:1][C:2]1[CH:11]=[CH:10][C:5]2[N:6]=[C:7]([S:9][CH3:12])[S:8][C:4]=2[CH:3]=1. The yield is 0.760. (4) The reactants are [H-].[Na+].[CH3:3][C:4]1([CH3:11])[O:8][CH:7]([CH2:9][OH:10])[CH2:6][O:5]1.CN(C=O)C.CS([C:21]1[N:22]=[C:23]([NH:42][C:43]2[CH:48]=[CH:47][C:46]([C:49]([F:52])([F:51])[F:50])=[CH:45][CH:44]=2)[C:24]2[CH2:30][CH2:29][N:28]([C:31]3[C:36]([C:37]([F:40])([F:39])[F:38])=[CH:35][CH:34]=[CH:33][N:32]=3)[CH2:27][CH2:26][C:25]=2[N:41]=1)(=O)=O. The catalyst is CO. The product is [CH3:3][C:4]1([CH3:11])[O:8][C@@H:7]([CH2:9][O:10][C:21]2[N:22]=[C:23]([NH:42][C:43]3[CH:48]=[CH:47][C:46]([C:49]([F:52])([F:50])[F:51])=[CH:45][CH:44]=3)[C:24]3[CH2:30][CH2:29][N:28]([C:31]4[C:36]([C:37]([F:40])([F:39])[F:38])=[CH:35][CH:34]=[CH:33][N:32]=4)[CH2:27][CH2:26][C:25]=3[N:41]=2)[CH2:6][O:5]1. The yield is 0.700. (5) The reactants are [O:1]1[CH:5]=[CH:4][CH:3]=[C:2]1[C:6]#[N:7].[ClH:8].[CH2:9]([OH:11])[CH3:10]. The yield is 0.900. No catalyst specified. The product is [ClH:8].[O:1]1[CH:5]=[CH:4][CH:3]=[C:2]1[C:6](=[NH:7])[O:11][CH2:9][CH3:10]. (6) The product is [N+:28]([C:24]1[CH:23]=[C:22]([CH2:21][CH2:20][C:19]2[C:3]3[C:4](=[O:18])[N:5]([C:12]4[CH:17]=[CH:16][CH:15]=[CH:14][CH:13]=4)[C:6]4[N:7]=[CH:8][CH:9]=[CH:10][C:11]=4[C:2]=3[NH:34][N:33]=2)[CH:27]=[CH:26][CH:25]=1)([O-:30])=[O:29]. The reactants are O[C:2]1[C:11]2[C:6](=[N:7][CH:8]=[CH:9][CH:10]=2)[N:5]([C:12]2[CH:17]=[CH:16][CH:15]=[CH:14][CH:13]=2)[C:4](=[O:18])[C:3]=1[C:19](=O)[CH2:20][CH2:21][C:22]1[CH:27]=[CH:26][CH:25]=[C:24]([N+:28]([O-:30])=[O:29])[CH:23]=1.O.[NH2:33][NH2:34].O. The catalyst is CN(C=O)C. The yield is 0.940.